Predict the product of the given reaction. From a dataset of Forward reaction prediction with 1.9M reactions from USPTO patents (1976-2016). Given the reactants [CH2:1]([O:3][C:4](=[O:22])[CH2:5][CH:6]1[CH2:9][C:8]2([CH2:12][N:11]([C:13]3[N:18]=[CH:17][C:16]([NH+:19]([O-])O)=[CH:15][CH:14]=3)[CH2:10]2)[CH2:7]1)[CH3:2], predict the reaction product. The product is: [NH2:19][C:16]1[CH:15]=[CH:14][C:13]([N:11]2[CH2:12][C:8]3([CH2:7][CH:6]([CH2:5][C:4]([O:3][CH2:1][CH3:2])=[O:22])[CH2:9]3)[CH2:10]2)=[N:18][CH:17]=1.